Dataset: Retrosynthesis with 50K atom-mapped reactions and 10 reaction types from USPTO. Task: Predict the reactants needed to synthesize the given product. (1) Given the product CCc1cccc(CC(=O)O)c1OCCCc1cn(-c2ccc(Cl)cn2)nc1C(C)C, predict the reactants needed to synthesize it. The reactants are: CCc1cccc(CC(=O)OC)c1OCCCc1cn(-c2ccc(Cl)cn2)nc1C(C)C. (2) Given the product COc1ccc(-c2nsc(S(N)=O)n2)cc1, predict the reactants needed to synthesize it. The reactants are: COc1ccc(-c2nsc(SN)n2)cc1.O=C([O-])O. (3) Given the product CC(=O)NC(=S)CCc1ccco1, predict the reactants needed to synthesize it. The reactants are: CCOC(C)=O.NC(=S)CCc1ccco1. (4) Given the product OCCc1ccc(O)c(-n2nc3ccccc3n2)c1, predict the reactants needed to synthesize it. The reactants are: OCCCc1ccc(O)c(-n2nc3ccccc3n2)c1. (5) Given the product CCCc1nc2cc(N(Cc3cccc(F)c3)S(=O)(=O)c3ccc(F)cc3)ccc2n1CC(=O)OC(C)(C)C, predict the reactants needed to synthesize it. The reactants are: CCCc1nc2cc(NS(=O)(=O)c3ccc(F)cc3)ccc2n1CC(=O)OC(C)(C)C.Fc1cccc(CBr)c1.